This data is from Full USPTO retrosynthesis dataset with 1.9M reactions from patents (1976-2016). The task is: Predict the reactants needed to synthesize the given product. (1) Given the product [NH2:12][CH:10]([CH3:11])[CH:9]([NH:15][O:16][CH3:17])[C:3]1[CH:4]=[CH:5][C:6]([Cl:8])=[CH:7][C:2]=1[Cl:1], predict the reactants needed to synthesize it. The reactants are: [Cl:1][C:2]1[CH:7]=[C:6]([Cl:8])[CH:5]=[CH:4][C:3]=1[CH:9]([NH:15][O:16][CH3:17])[CH:10]([N+:12]([O-])=O)[CH3:11].Cl. (2) Given the product [CH2:32]([N:39]1[CH2:30][CH:27]2[O:26][CH:25]([CH2:29][CH2:28]2)[CH2:24]1)[C:33]1[CH:38]=[CH:37][CH:36]=[CH:35][CH:34]=1, predict the reactants needed to synthesize it. The reactants are: C1(C)C=CC(S(O)(=O)=O)=CC=1.C1(C)C=CC(S(O)(=O)=O)=CC=1.O[CH2:24][CH:25]1[CH2:29][CH2:28][CH:27]([CH2:30]O)[O:26]1.[CH2:32]([NH2:39])[C:33]1[CH:38]=[CH:37][CH:36]=[CH:35][CH:34]=1.[OH-].[Na+]. (3) Given the product [O:15]=[C:14]1[N:1]([C:2]2[CH:7]=[CH:6][CH:5]=[CH:4][CH:3]=2)[CH2:8][CH:9]([C:10]([OH:12])=[O:11])[CH2:13]1, predict the reactants needed to synthesize it. The reactants are: [NH2:1][C:2]1[CH:7]=[CH:6][CH:5]=[CH:4][CH:3]=1.[CH2:8]=[C:9]([CH2:13][C:14](O)=[O:15])[C:10]([OH:12])=[O:11].[OH-].[Na+]. (4) Given the product [Cl:1][C:2]1[CH:3]=[CH:4][C:5]([C:8]2[C:12]3[CH2:13][N:14]([C:17](=[O:19])[CH3:18])[CH2:15][CH2:16][C:11]=3[N:10]([CH2:20][CH:21]([O:36][CH3:43])[CH2:22][N:23]3[CH2:28][CH2:27][N:26]([C:29]4[CH:34]=[CH:33][CH:32]=[CH:31][C:30]=4[CH3:35])[CH2:25][CH2:24]3)[N:9]=2)=[CH:6][CH:7]=1, predict the reactants needed to synthesize it. The reactants are: [Cl:1][C:2]1[CH:7]=[CH:6][C:5]([C:8]2[C:12]3[CH2:13][N:14]([C:17](=[O:19])[CH3:18])[CH2:15][CH2:16][C:11]=3[N:10]([CH2:20][CH:21]([OH:36])[CH2:22][N:23]3[CH2:28][CH2:27][N:26]([C:29]4[CH:34]=[CH:33][CH:32]=[CH:31][C:30]=4[CH3:35])[CH2:25][CH2:24]3)[N:9]=2)=[CH:4][CH:3]=1.[H-].[Na+].CI.CO.[CH2:43](Cl)Cl. (5) Given the product [CH2:1]([N:3]1[C:7]([C:8]([OH:10])=[O:9])=[C:6]2[CH2:13][CH2:14][C:15]([CH3:16])([CH3:17])[C:5]2=[N:4]1)[CH3:2], predict the reactants needed to synthesize it. The reactants are: [CH2:1]([N:3]1[C:7]([C:8]([O:10]CC)=[O:9])=[C:6]2[CH2:13][CH2:14][C:15]([CH3:17])([CH3:16])[C:5]2=[N:4]1)[CH3:2].Cl. (6) Given the product [CH3:1][CH2:2][C:4]([C@:11]12[NH:5][C@@H:6]3[C@@H:12]1[CH2:13][O:14][C@@H:9]([C@:8]1([C:25](=[O:26])[N:24]([O:27][CH3:28])[C:17]4[CH:18]=[C:19]([O:22][CH3:23])[CH:20]=[CH:21][C:16]1=4)[CH2:7]3)[C@@H:10]2[OH:15])=[O:35], predict the reactants needed to synthesize it. The reactants are: [CH3:1][C:2]([C:4]1[C@H:11]2[C@@H:12]3[CH2:13][O:14][C@H:9]([C@@H:10]2[OH:15])[C@:8]2([C:25](=[O:26])[N:24]([O:27][CH3:28])[C:17]4[CH:18]=[C:19]([O:22][CH3:23])[CH:20]=[CH:21][C:16]2=4)[CH2:7][C@@H:6]3[N:5]=1)=O.CN1C(=[O:35])CCC1.C([Mg]Cl)(C)(C)C.P(OC1C=CC([N+]([O-])=O)=CC=1)(N)(=O)O.